From a dataset of Forward reaction prediction with 1.9M reactions from USPTO patents (1976-2016). Predict the product of the given reaction. Given the reactants [NH:1]1C=NC=N1.P(Cl)(Cl)(Cl)=O.[N:11]1([C:19]([CH2:21][C@H:22]([CH2:35][OH:36])[O:23][CH2:24][P:25]([O:31][CH:32]([CH3:34])[CH3:33])([O:27][CH:28]([CH3:30])[CH3:29])=[O:26])=[O:20])[CH:18]=[CH:17][C:15](=O)[NH:14][C:12]1=[O:13], predict the reaction product. The product is: [N:11]1([C:19]([CH2:21][C@H:22]([CH2:35][OH:36])[O:23][CH2:24][P:25]([O:31][CH:32]([CH3:34])[CH3:33])([O:27][CH:28]([CH3:30])[CH3:29])=[O:26])=[O:20])[CH:18]=[CH:17][C:15]([NH2:1])=[N:14][C:12]1=[O:13].